Dataset: Reaction yield outcomes from USPTO patents with 853,638 reactions. Task: Predict the reaction yield, written as a fraction of the theoretical maximum amount of product (1.0 means a 100% yield; for example, 0.34 means a 34% yield). (1) The reactants are [CH2:1]([O:3][C:4]([C:6]1[C:7](=O)[C:8]2[C:13]([C:14]=1[C:15]1[CH:20]=[CH:19][CH:18]=[CH:17][CH:16]=1)=[CH:12][CH:11]=[C:10]([O:21][CH3:22])[CH:9]=2)=[O:5])[CH3:2].Cl.[NH2:25][OH:26].N1C=CC=CC=1. The catalyst is C(O)C. The product is [CH2:1]([O:3][C:4]([C:6]1[C:7](=[N:25][OH:26])[C:8]2[C:13]([C:14]=1[C:15]1[CH:20]=[CH:19][CH:18]=[CH:17][CH:16]=1)=[CH:12][CH:11]=[C:10]([O:21][CH3:22])[CH:9]=2)=[O:5])[CH3:2]. The yield is 0.800. (2) The reactants are [N:1]1C=CC=C[C:2]=1C.Cl[S:9]([OH:12])(=O)=[O:10].[CH2:13]([O:20][CH2:21][C@@H:22]1[CH2:26][C@@H:25]([S:27][C:28]([C:41]2[CH:46]=[CH:45][CH:44]=[CH:43][CH:42]=2)([C:35]2[CH:40]=[CH:39][CH:38]=[CH:37][CH:36]=2)[C:29]2[CH:34]=[CH:33][CH:32]=[CH:31][CH:30]=2)[CH2:24][NH:23]1)[C:14]1[CH:19]=[CH:18][CH:17]=[CH:16][CH:15]=1.O=P(Cl)(Cl)Cl.CN. The catalyst is CCO.COCCOC. The product is [CH3:2][NH:1][S:9]([N:23]1[CH2:24][C@H:25]([S:27][C:28]([C:41]2[CH:46]=[CH:45][CH:44]=[CH:43][CH:42]=2)([C:35]2[CH:36]=[CH:37][CH:38]=[CH:39][CH:40]=2)[C:29]2[CH:30]=[CH:31][CH:32]=[CH:33][CH:34]=2)[CH2:26][C@H:22]1[CH2:21][O:20][CH2:13][C:14]1[CH:15]=[CH:16][CH:17]=[CH:18][CH:19]=1)(=[O:12])=[O:10]. The yield is 0.280. (3) The product is [CH3:26][O:25][C:23](=[O:24])[C:22]([C:9]1[N:8]([C:1]([O:3][C:4]([CH3:7])([CH3:6])[CH3:5])=[O:2])[C:16]2[C:11]([CH:10]=1)=[CH:12][CH:13]=[CH:14][CH:15]=2)=[O:27]. The reactants are [C:1]([N:8]1[C:16]2[C:11](=[CH:12][CH:13]=[CH:14][CH:15]=2)[CH:10]=[CH:9]1)([O:3][C:4]([CH3:7])([CH3:6])[CH3:5])=[O:2].[Li]C(C)(C)C.[C:22](OC)(=[O:27])[C:23]([O:25][CH3:26])=[O:24]. The yield is 0.720. The catalyst is C1COCC1.O. (4) The catalyst is CC(C)=O.O. The yield is 0.910. The reactants are [O:1]=[CH:2][CH2:3][N:4]1[CH:8]=[C:7]([C:9]([C:15]2[CH:16]=[C:17]3[C:21](=[CH:22][CH:23]=2)[N:20]([C:24]2[CH:29]=[CH:28][C:27]([F:30])=[CH:26][CH:25]=2)[N:19]=[CH:18]3)([OH:14])[C:10]([F:13])([F:12])[F:11])[CH:6]=[C:5]1[C:31]#[N:32].[O-:33][Mn](=O)(=O)=O.[K+]. The product is [C:31]([C:5]1[N:4]([CH2:3][C:2]([OH:33])=[O:1])[CH:8]=[C:7]([C:9]([C:15]2[CH:16]=[C:17]3[C:21](=[CH:22][CH:23]=2)[N:20]([C:24]2[CH:25]=[CH:26][C:27]([F:30])=[CH:28][CH:29]=2)[N:19]=[CH:18]3)([OH:14])[C:10]([F:12])([F:13])[F:11])[CH:6]=1)#[N:32].